From a dataset of Forward reaction prediction with 1.9M reactions from USPTO patents (1976-2016). Predict the product of the given reaction. (1) Given the reactants Cl.Cl.[N:3]1([CH:9]([CH3:12])[CH2:10][OH:11])[CH2:8][CH2:7][NH:6][CH2:5][CH2:4]1.C(N(C(C)C)C(C)C)C.[CH3:22][O:23][C:24]1[CH:25]=[C:26]([CH2:32][CH2:33][C:34]2[CH:35]=[C:36]([NH:39][C:40](=[O:48])[C:41]3[CH:46]=[CH:45][C:44](F)=[CH:43][CH:42]=3)[NH:37][N:38]=2)[CH:27]=[C:28]([O:30][CH3:31])[CH:29]=1, predict the reaction product. The product is: [CH3:31][O:30][C:28]1[CH:27]=[C:26]([CH2:32][CH2:33][C:34]2[CH:35]=[C:36]([NH:39][C:40](=[O:48])[C:41]3[CH:42]=[CH:43][C:44]([N:6]4[CH2:7][CH2:8][N:3]([CH:9]([CH3:12])[CH2:10][OH:11])[CH2:4][CH2:5]4)=[CH:45][CH:46]=3)[NH:37][N:38]=2)[CH:25]=[C:24]([O:23][CH3:22])[CH:29]=1. (2) Given the reactants [NH2:1][C:2]1[C:3]([C:7](=[N:17][OH:18])[NH:8][C:9]2[CH:14]=[CH:13][C:12]([F:15])=[C:11]([Cl:16])[CH:10]=2)=[N:4][O:5][N:6]=1.C(N(CC)C(C)C)(C)C.[C:28](Cl)(=[O:31])[CH2:29][CH3:30], predict the reaction product. The product is: [NH2:1][C:2]1[C:3]([C:7](=[N:17][O:18][C:28](=[O:31])[CH2:29][CH3:30])[NH:8][C:9]2[CH:14]=[CH:13][C:12]([F:15])=[C:11]([Cl:16])[CH:10]=2)=[N:4][O:5][N:6]=1. (3) Given the reactants [Cl:1][C:2]1[CH:7]=[CH:6][C:5]([C:8]2([C:12]#N)[CH2:11][CH2:10][CH2:9]2)=[CH:4][CH:3]=1.[Br-].[Mg+2].[Br-].[Cl-].[NH4+].[OH2:19].[O:20]1[CH2:24][CH2:23][CH2:22][CH2:21]1, predict the reaction product. The product is: [CH2:24]([O:20][C:2]1[CH:3]=[C:4]([C:12]([C:8]2([C:5]3[CH:6]=[CH:7][C:2]([Cl:1])=[CH:3][CH:4]=3)[CH2:11][CH2:10][CH2:9]2)=[O:19])[CH:5]=[CH:6][CH:7]=1)[C:23]1[CH:11]=[CH:8][CH:9]=[CH:21][CH:22]=1. (4) Given the reactants CO[C:3](=[O:24])[C:4]1[CH:9]=[CH:8][CH:7]=[C:6]([C:10]2[S:11][C:12]([CH2:15][CH2:16][O:17][CH:18]3[CH2:23][CH2:22][CH2:21][CH2:20][O:19]3)=[N:13][N:14]=2)[CH:5]=1.[C:25]([O:28][C:29]([CH3:32])([CH3:31])[CH3:30])(=[O:27])[CH3:26].[Li], predict the reaction product. The product is: [C:29]([O:28][C:25](=[O:27])[CH2:26][C:3](=[O:24])[C:4]1[CH:9]=[CH:8][CH:7]=[C:6]([C:10]2[S:11][C:12]([CH2:15][CH2:16][O:17][CH:18]3[CH2:23][CH2:22][CH2:21][CH2:20][O:19]3)=[N:13][N:14]=2)[CH:5]=1)([CH3:32])([CH3:31])[CH3:30]. (5) Given the reactants [CH:1](=O)[C:2]1[CH:7]=[CH:6][CH:5]=[CH:4][CH:3]=1.[CH3:9][O:10][C:11]1[CH:12]=[C:13](/[CH:23]=[CH:24]/[C:25]2[N:39]=[C:28]3[CH:29]([CH:33]4[CH2:38][CH2:37][NH:36][CH2:35][CH2:34]4)[CH2:30][CH2:31][CH2:32][N:27]3[N:26]=2)[CH:14]=[CH:15][C:16]=1[N:17]1[CH:21]=[C:20]([CH3:22])[N:19]=[CH:18]1.[Na].C(=O)(O)[O-].[Na+], predict the reaction product. The product is: [CH2:1]([N:36]1[CH2:37][CH2:38][CH:33]([CH:29]2[CH2:30][CH2:31][CH2:32][N:27]3[N:26]=[C:25](/[CH:24]=[CH:23]/[C:13]4[CH:14]=[CH:15][C:16]([N:17]5[CH:21]=[C:20]([CH3:22])[N:19]=[CH:18]5)=[C:11]([O:10][CH3:9])[CH:12]=4)[N:39]=[C:28]23)[CH2:34][CH2:35]1)[C:2]1[CH:7]=[CH:6][CH:5]=[CH:4][CH:3]=1. (6) Given the reactants [NH2:1][C:2]1[CH:7]=[C:6]([C:8]2[CH:13]=[CH:12][C:11]([Cl:14])=[C:10]([O:15][CH3:16])[C:9]=2[Cl:17])[N:5]=[C:4]([C:18]([O:20][CH3:21])=[O:19])[C:3]=1[Cl:22], predict the reaction product. The product is: [NH2:1][C:2]1[CH:7]=[C:6]([C:8]2[CH:13]=[CH:12][C:11]([Cl:14])=[C:10]([O:15][CH3:16])[C:9]=2[Cl:17])[N:5]=[C:4]([C:18]([O:20][CH2:21][C:8]2[CH:13]=[CH:12][CH:11]=[CH:10][CH:9]=2)=[O:19])[C:3]=1[Cl:22].